This data is from Forward reaction prediction with 1.9M reactions from USPTO patents (1976-2016). The task is: Predict the product of the given reaction. (1) Given the reactants [Cl:1][C:2]1[CH:7]=[CH:6][C:5]([C:8](=[O:11])[CH2:9][CH3:10])=[C:4]([NH:12][C:13]2[CH:18]=[CH:17][CH:16]=[CH:15][CH:14]=2)[CH:3]=1.Cl[C:20](=[O:25])[C:21]([O:23][CH3:24])=[O:22].CCCCCC.C(OCC)(=O)C, predict the reaction product. The product is: [CH3:24][O:23][C:21](=[O:22])[C:20]([N:12]([C:4]1[CH:3]=[C:2]([Cl:1])[CH:7]=[CH:6][C:5]=1[C:8](=[O:11])[CH2:9][CH3:10])[C:13]1[CH:14]=[CH:15][CH:16]=[CH:17][CH:18]=1)=[O:25]. (2) Given the reactants [F:1][C:2]1[CH:3]=[C:4]2[C:9](=[CH:10][CH:11]=1)[O:8][C@H:7]([C@H:12]([OH:15])[CH2:13]O)[CH2:6][CH2:5]2.N1C=CC=CC=1.S(Cl)(C1C=CC(C)=CC=1)(=O)=O.C(=O)([O-])[O-].[K+].[K+], predict the reaction product. The product is: [F:1][C:2]1[CH:3]=[C:4]2[C:9](=[CH:10][CH:11]=1)[O:8][C@H:7]([C@H:12]1[CH2:13][O:15]1)[CH2:6][CH2:5]2.